Dataset: Reaction yield outcomes from USPTO patents with 853,638 reactions. Task: Predict the reaction yield, written as a fraction of the theoretical maximum amount of product (1.0 means a 100% yield; for example, 0.34 means a 34% yield). (1) The reactants are [NH:1]1[CH2:11][CH2:10][CH:4]([C:5]([O:7][CH2:8][CH3:9])=[O:6])[CH2:3][CH2:2]1.N1C=CC=CC=1.[CH3:18][S:19](Cl)(=[O:21])=[O:20]. The catalyst is C(Cl)Cl. The product is [CH3:18][S:19]([N:1]1[CH2:2][CH2:3][CH:4]([C:5]([O:7][CH2:8][CH3:9])=[O:6])[CH2:10][CH2:11]1)(=[O:21])=[O:20]. The yield is 0.720. (2) The reactants are [OH:1][C:2]1[CH:9]=[CH:8][C:7]([CH3:10])=[CH:6][C:3]=1[CH:4]=[O:5].Cl.[P:12](Cl)([O:17][CH2:18][CH3:19])([O:14][CH2:15][CH3:16])=[O:13]. The catalyst is ClCCl.C(N(CC)CC)C. The product is [P:12]([O:1][C:2]1[CH:9]=[CH:8][C:7]([CH3:10])=[CH:6][C:3]=1[CH:4]=[O:5])([O:17][CH2:18][CH3:19])([O:14][CH2:15][CH3:16])=[O:13]. The yield is 0.810.